Dataset: Forward reaction prediction with 1.9M reactions from USPTO patents (1976-2016). Task: Predict the product of the given reaction. Given the reactants [OH:1][CH:2]([CH3:27])[C:3]([O:5][CH2:6][C:7]([C:9]1[CH:14]=[CH:13][C:12]([CH2:15][CH2:16][CH2:17][CH2:18][CH2:19][CH2:20][CH2:21][CH2:22][CH2:23][CH2:24][CH2:25][CH3:26])=[CH:11][CH:10]=1)=O)=O.[C:28]([O-:31])(=O)[CH3:29].[NH4+:32], predict the reaction product. The product is: [C:28]([O:1][CH:2]([C:3]1[O:5][CH:6]=[C:7]([C:9]2[CH:14]=[CH:13][C:12]([CH2:15][CH2:16][CH2:17][CH2:18][CH2:19][CH2:20][CH2:21][CH2:22][CH2:23][CH2:24][CH2:25][CH3:26])=[CH:11][CH:10]=2)[N:32]=1)[CH3:27])(=[O:31])[CH3:29].